This data is from Merck oncology drug combination screen with 23,052 pairs across 39 cell lines. The task is: Regression. Given two drug SMILES strings and cell line genomic features, predict the synergy score measuring deviation from expected non-interaction effect. (1) Drug 1: CN1C(=O)C=CC2(C)C3CCC4(C)C(NC(=O)OCC(F)(F)F)CCC4C3CCC12. Synergy scores: synergy=5.37. Cell line: MDAMB436. Drug 2: CCc1cnn2c(NCc3ccc[n+]([O-])c3)cc(N3CCCCC3CCO)nc12. (2) Drug 1: CN1C(=O)C=CC2(C)C3CCC4(C)C(NC(=O)OCC(F)(F)F)CCC4C3CCC12. Drug 2: CC(C)CC(NC(=O)C(Cc1ccccc1)NC(=O)c1cnccn1)B(O)O. Cell line: SKMEL30. Synergy scores: synergy=3.17.